From a dataset of Catalyst prediction with 721,799 reactions and 888 catalyst types from USPTO. Predict which catalyst facilitates the given reaction. (1) Reactant: C(OC([N:8]1[CH2:12][CH:11]([O:13][C:14]2[CH:19]=[CH:18][C:17]([F:20])=[CH:16][C:15]=2[F:21])[CH2:10][CH:9]1[CH2:22][O:23][C:24]1[CH:33]=[CH:32][C:27]([C:28]([O:30][CH3:31])=[O:29])=[CH:26][CH:25]=1)=O)(C)(C)C.C(O)(C(F)(F)F)=O. Product: [F:21][C:15]1[CH:16]=[C:17]([F:20])[CH:18]=[CH:19][C:14]=1[O:13][CH:11]1[CH2:12][NH:8][CH:9]([CH2:22][O:23][C:24]2[CH:33]=[CH:32][C:27]([C:28]([O:30][CH3:31])=[O:29])=[CH:26][CH:25]=2)[CH2:10]1. The catalyst class is: 2. (2) Reactant: C[O:2][C:3]([C:5]1[C:14]2[C:9](=[CH:10][CH:11]=[CH:12][CH:13]=2)[N:8]=[C:7]([C:15]2[CH:20]=[CH:19][CH:18]=[CH:17][CH:16]=2)[C:6]=1[CH2:21][N:22]1[CH2:27][CH2:26][CH:25]([NH:28][C:29]([O:31][CH2:32][CH:33]2[C:45]3[CH:44]=[CH:43][CH:42]=[CH:41][C:40]=3[C:39]3[C:34]2=[CH:35][CH:36]=[CH:37][CH:38]=3)=[O:30])[CH2:24][CH2:23]1)=[O:4]. Product: [CH:44]1[C:45]2[CH:33]([CH2:32][O:31][C:29]([NH:28][CH:25]3[CH2:26][CH2:27][N:22]([CH2:21][C:6]4[C:7]([C:15]5[CH:16]=[CH:17][CH:18]=[CH:19][CH:20]=5)=[N:8][C:9]5[C:14]([C:5]=4[C:3]([OH:4])=[O:2])=[CH:13][CH:12]=[CH:11][CH:10]=5)[CH2:23][CH2:24]3)=[O:30])[C:34]3[C:39](=[CH:38][CH:37]=[CH:36][CH:35]=3)[C:40]=2[CH:41]=[CH:42][CH:43]=1. The catalyst class is: 33. (3) Product: [F:22][C:19]1[CH:18]=[CH:17][C:16]([CH2:15][N:13]2[CH2:12][CH2:11][CH2:10][C@@:9]3([CH2:23][CH2:24][CH2:25][CH2:26][C@H:8]3[NH2:7])[CH2:14]2)=[CH:21][CH:20]=1. Reactant: C(OC(=O)[NH:7][C@@H:8]1[CH2:26][CH2:25][CH2:24][CH2:23][C@@:9]21[CH2:14][N:13]([CH2:15][C:16]1[CH:21]=[CH:20][C:19]([F:22])=[CH:18][CH:17]=1)[CH2:12][CH2:11][CH2:10]2)(C)(C)C.FC(F)(F)C(O)=O.[OH-].[Na+]. The catalyst class is: 4. (4) Reactant: [NH2:1][C:2]1[N:6]([C:7]2[CH:12]=[CH:11][C:10]([S:13]([CH3:16])(=[O:15])=[O:14])=[CH:9][CH:8]=2)[N:5]=[CH:4][C:3]=1[C:17]#[N:18].[CH3:19][N+:20]([CH3:24])=[C:21](Cl)[Cl:22].[Cl-]. Product: [Cl:22][C:21]([N:20]([CH3:24])[CH3:19])=[N:1][C:2]1[N:6]([C:7]2[CH:8]=[CH:9][C:10]([S:13]([CH3:16])(=[O:15])=[O:14])=[CH:11][CH:12]=2)[N:5]=[CH:4][C:3]=1[C:17]#[N:18]. The catalyst class is: 26. (5) Reactant: [Cl:1][C:2]1[C:3]([NH:21][C:22]2[CH:27]=[CH:26][C:25]([O:28][CH3:29])=[CH:24][C:23]=2[NH:30][S:31]([CH3:34])(=[O:33])=[O:32])=[N:4][C:5]([NH:8][C:9]2[CH:14]=[C:13]([O:15][CH3:16])[C:12]([O:17][CH3:18])=[C:11]([O:19][CH3:20])[CH:10]=2)=[N:6][CH:7]=1.Cl.Cl[CH2:37][C:38]1[N:39]=[CH:40][NH:41][CH:42]=1.C(=O)([O-])[O-].[Cs+].[Cs+]. Product: [NH:39]1[C:38]([CH2:37][N:30]([C:23]2[CH:24]=[C:25]([O:28][CH3:29])[CH:26]=[CH:27][C:22]=2[NH:21][C:3]2[C:2]([Cl:1])=[CH:7][N:6]=[C:5]([NH:8][C:9]3[CH:10]=[C:11]([O:19][CH3:20])[C:12]([O:17][CH3:18])=[C:13]([O:15][CH3:16])[CH:14]=3)[N:4]=2)[S:31]([CH3:34])(=[O:33])=[O:32])=[CH:42][N:41]=[CH:40]1. The catalyst class is: 18. (6) Reactant: C([O-])([O-])=O.[K+].[K+].[CH2:7](Br)[C:8]1[CH:13]=[CH:12][CH:11]=[CH:10][CH:9]=1.[Br:15][C:16]1[CH:21]=[CH:20][C:19]([OH:22])=[C:18]([F:23])[CH:17]=1. Product: [CH2:7]([O:22][C:19]1[CH:20]=[CH:21][C:16]([Br:15])=[CH:17][C:18]=1[F:23])[C:8]1[CH:13]=[CH:12][CH:11]=[CH:10][CH:9]=1. The catalyst class is: 3. (7) Reactant: [C:1]([C:3]1[CH:22]=[CH:21][C:6]([C:7]([N:9]2[CH2:14][CH2:13][N:12]([CH2:15][C:16](OCC)=[O:17])[CH2:11][CH2:10]2)=[O:8])=[CH:5][CH:4]=1)#[N:2].[NH2:23][NH2:24]. Product: [C:1]([C:3]1[CH:22]=[CH:21][C:6]([C:7]([N:9]2[CH2:14][CH2:13][N:12]([CH2:15][C:16]([NH:23][NH2:24])=[O:17])[CH2:11][CH2:10]2)=[O:8])=[CH:5][CH:4]=1)#[N:2]. The catalyst class is: 14. (8) Reactant: C([O:8][C:9]1[CH:10]=[CH:11][C:12]([C@@H:20]([O:59][Si:60]([C:63]([CH3:66])([CH3:65])[CH3:64])([CH3:62])[CH3:61])[CH2:21][NH:22][CH2:23][CH2:24][C:25]2[CH:30]=[CH:29][C:28]([O:31][CH2:32][CH2:33][CH2:34][CH2:35][C:36]3[CH:41]=[CH:40][C:39]([OH:42])=[C:38]([C@@H:43]([C:53]4[CH:58]=[CH:57][CH:56]=[CH:55][CH:54]=4)[CH2:44][CH2:45][N:46]([CH:50]([CH3:52])[CH3:51])[CH:47]([CH3:49])[CH3:48])[CH:37]=3)=[CH:27][CH:26]=2)=[C:13]2[C:18]=1[NH:17][C:16](=[O:19])[CH:15]=[CH:14]2)C1C=CC=CC=1.C([O-])=O.[NH4+]. Product: [Si:60]([O:59][C@H:20]([C:12]1[CH:11]=[CH:10][C:9]([OH:8])=[C:18]2[C:13]=1[CH:14]=[CH:15][C:16](=[O:19])[NH:17]2)[CH2:21][NH:22][CH2:23][CH2:24][C:25]1[CH:30]=[CH:29][C:28]([O:31][CH2:32][CH2:33][CH2:34][CH2:35][C:36]2[CH:41]=[CH:40][C:39]([OH:42])=[C:38]([C@@H:43]([C:53]3[CH:54]=[CH:55][CH:56]=[CH:57][CH:58]=3)[CH2:44][CH2:45][N:46]([CH:47]([CH3:49])[CH3:48])[CH:50]([CH3:52])[CH3:51])[CH:37]=2)=[CH:27][CH:26]=1)([C:63]([CH3:66])([CH3:64])[CH3:65])([CH3:62])[CH3:61]. The catalyst class is: 105. (9) Reactant: [N+]([C:4]1[CH:11]=[CH:10][CH:9]=[CH:8][C:5]=1[CH:6]=[O:7])([O-])=O.C([O-])([O-])=O.[K+].[K+].[Cl:18][C:19]1[CH:24]=[C:23]([Cl:25])[CH:22]=[CH:21][C:20]=1[SH:26].O. Product: [Cl:18][C:19]1[CH:24]=[C:23]([Cl:25])[CH:22]=[CH:21][C:20]=1[S:26][C:4]1[CH:11]=[CH:10][CH:9]=[CH:8][C:5]=1[CH:6]=[O:7]. The catalyst class is: 3.